From a dataset of Full USPTO retrosynthesis dataset with 1.9M reactions from patents (1976-2016). Predict the reactants needed to synthesize the given product. (1) Given the product [NH:7]1[C:2]2[CH:3]=[CH:4][CH:5]=[CH:6][C:1]=2[N:8]=[C:18]1[CH2:17][N:16]([CH2:21][C:22]1[NH:8][C:1]2[CH:6]=[CH:5][CH:4]=[CH:3][C:2]=2[N:7]=1)[CH2:9][C:10]1[CH:15]=[CH:14][CH:13]=[CH:12][CH:11]=1, predict the reactants needed to synthesize it. The reactants are: [C:1]1([NH2:8])[CH:6]=[CH:5][CH:4]=[CH:3][C:2]=1[NH2:7].[CH2:9]([N:16]([CH2:21][C:22](O)=O)[CH2:17][C:18](O)=O)[C:10]1[CH:15]=[CH:14][CH:13]=[CH:12][CH:11]=1. (2) Given the product [CH3:1][O:2][C:3]1[CH:4]=[C:5]([CH2:11][C:12]([N:29]([O:21][CH3:20])[CH3:32])=[O:14])[CH:6]=[CH:7][C:8]=1[O:9][CH3:10], predict the reactants needed to synthesize it. The reactants are: [CH3:1][O:2][C:3]1[CH:4]=[C:5]([CH2:11][C:12]([OH:14])=O)[CH:6]=[CH:7][C:8]=1[O:9][CH3:10].N1([C:20](N2C=CN=C2)=[O:21])C=CN=C1.CC[N:29]([CH2:32]C)CC. (3) Given the product [CH3:25][C:22]1[CH:21]=[CH:20][C:19]([S:16]([O:15][CH2:14][CH:11]2[O:10][C:9]3[C:4]([CH2:1][CH:2]=[O:29])=[C:5]([N+:26]([O-:28])=[O:27])[CH:6]=[CH:7][C:8]=3[O:13][CH2:12]2)(=[O:17])=[O:18])=[CH:24][CH:23]=1, predict the reactants needed to synthesize it. The reactants are: [CH2:1]([C:4]1[C:9]2[O:10][C@@H:11]([CH2:14][O:15][S:16]([C:19]3[CH:24]=[CH:23][C:22]([CH3:25])=[CH:21][CH:20]=3)(=[O:18])=[O:17])[CH2:12][O:13][C:8]=2[CH:7]=[CH:6][C:5]=1[N+:26]([O-:28])=[O:27])[CH:2]=C.[O:29]=[O+][O-].O=O.C(N(C(C)C)CC)(C)C. (4) Given the product [C:33]([OH:36])(=[O:35])/[CH:34]=[CH:7]/[C:1]([OH:3])=[O:4].[C:7]1([C@H:17]([NH:19][CH2:20][CH:21]=[CH:22][C:23]2[CH:28]=[CH:27][CH:26]=[C:25]([C:29]([F:30])([F:31])[F:32])[CH:24]=2)[CH3:18])[C:16]2[C:11](=[CH:12][CH:13]=[CH:14][CH:15]=2)[CH:10]=[CH:9][CH:8]=1, predict the reactants needed to synthesize it. The reactants are: [C:1](=[O:4])([OH:3])[O-].[Na+].Cl.[C:7]1([C@H:17]([NH:19][CH2:20][CH:21]=[CH:22][C:23]2[CH:28]=[CH:27][CH:26]=[C:25]([C:29]([F:32])([F:31])[F:30])[CH:24]=2)[CH3:18])[C:16]2[C:11](=[CH:12][CH:13]=[CH:14][CH:15]=2)[CH:10]=[CH:9][CH:8]=1.[C:33]([O:36]CC)(=[O:35])[CH3:34]. (5) Given the product [O:18]1[CH2:22][CH2:21][CH:20]([CH2:23][NH:24][C:14]([C:11]2[CH:10]=[C:9]([CH2:8][CH2:7][C:1]3[CH:2]=[CH:3][CH:4]=[CH:5][CH:6]=3)[O:13][N:12]=2)=[O:16])[CH2:19]1, predict the reactants needed to synthesize it. The reactants are: [C:1]1([CH2:7][CH2:8][C:9]2[O:13][N:12]=[C:11]([C:14]([OH:16])=O)[CH:10]=2)[CH:6]=[CH:5][CH:4]=[CH:3][CH:2]=1.Cl.[O:18]1[CH2:22][CH2:21][CH:20]([CH2:23][NH2:24])[CH2:19]1.C(N(CC)CC)C.ON1C2C=CC=CC=2N=N1.Cl.C(N=C=NCCCN(C)C)C. (6) The reactants are: [N+:1]([CH:4]=[CH:5][C:6]1[CH:11]=[CH:10][C:9]([C:12]([F:15])([F:14])[F:13])=[CH:8][CH:7]=1)([O-])=O.[H-].[Al+3].[Li+].[H-].[H-].[H-]. Given the product [F:13][C:12]([F:14])([F:15])[C:9]1[CH:8]=[CH:7][C:6]([CH2:5][CH2:4][NH2:1])=[CH:11][CH:10]=1, predict the reactants needed to synthesize it. (7) Given the product [F:1][C:2]([F:15])([F:14])[S:3]([O:6][C:18]1[C:17]([Cl:16])=[CH:22][C:21]([C:23]([NH:25][CH2:26][C:27]2[CH:32]=[CH:31][CH:30]=[C:29]([O:33][Si:34]([C:37]([CH3:39])([CH3:38])[CH3:40])([CH3:35])[CH3:36])[CH:28]=2)=[O:24])=[CH:20][C:19]=1[Cl:41])(=[O:5])=[O:4], predict the reactants needed to synthesize it. The reactants are: [F:1][C:2]([F:15])([F:14])[S:3]([O:6]S(C(F)(F)F)(=O)=O)(=[O:5])=[O:4].[Cl:16][C:17]1[CH:22]=[C:21]([C:23]([NH:25][CH2:26][C:27]2[CH:32]=[CH:31][CH:30]=[C:29]([O:33][Si:34]([C:37]([CH3:40])([CH3:39])[CH3:38])([CH3:36])[CH3:35])[CH:28]=2)=[O:24])[CH:20]=[C:19]([Cl:41])[C:18]=1O.C(N(CC)CC)C. (8) Given the product [F:40][C:41]1[CH:42]=[CH:43][C:44]([C:47]2[CH:51]=[N:50][N:49]([CH2:2][C@H:3]3[N:8]([C:9]([C:11]4[CH:16]=[C:15]([CH3:17])[CH:14]=[CH:13][C:12]=4[N:18]4[N:19]=[CH:20][CH:21]=[N:22]4)=[O:10])[C@@H:7]([CH3:23])[CH2:6][CH2:5][O:4]3)[CH:48]=2)=[N:45][CH:46]=1, predict the reactants needed to synthesize it. The reactants are: O[CH2:2][C@H:3]1[N:8]([C:9]([C:11]2[CH:16]=[C:15]([CH3:17])[CH:14]=[CH:13][C:12]=2[N:18]2[N:22]=[CH:21][CH:20]=[N:19]2)=[O:10])[C@@H:7]([CH3:23])[CH2:6][CH2:5][O:4]1.C(C=P(CCCC)(CCCC)CCCC)#N.[F:40][C:41]1[CH:42]=[CH:43][C:44]([C:47]2[CH:48]=[N:49][NH:50][CH:51]=2)=[N:45][CH:46]=1. (9) The reactants are: [C:1]([O:9][CH2:10][CH3:11])(=[O:8])[CH2:2][C:3]([O:5][CH2:6][CH3:7])=[O:4].[H-].[Na+].Br[C:15]1[C:16]([F:27])=[CH:17][N:18]=[C:19]2[C:24]=1[N:23]=[C:22]([O:25][CH3:26])[CH:21]=[CH:20]2.OS([O-])(=O)=O.[Na+]. Given the product [CH2:10]([O:9][C:1](=[O:8])[CH:2]([C:15]1[C:24]2[C:19](=[CH:20][CH:21]=[C:22]([O:25][CH3:26])[N:23]=2)[N:18]=[CH:17][C:16]=1[F:27])[C:3]([O:5][CH2:6][CH3:7])=[O:4])[CH3:11], predict the reactants needed to synthesize it.